This data is from Forward reaction prediction with 1.9M reactions from USPTO patents (1976-2016). The task is: Predict the product of the given reaction. (1) Given the reactants [CH:1]1([CH:4]([C:7]2[CH:8]=[N:9][C:10]([C:13]([F:16])([F:15])[F:14])=[CH:11][CH:12]=2)[C:5]#[N:6])[CH2:3][CH2:2]1, predict the reaction product. The product is: [CH:1]1([CH:4]([C:7]2[CH:8]=[N:9][C:10]([C:13]([F:16])([F:14])[F:15])=[CH:11][CH:12]=2)[CH2:5][NH2:6])[CH2:3][CH2:2]1. (2) The product is: [ClH:1].[CH3:18][C@H:5]1[CH2:6][NH:7][CH2:8][C@@H:9]([CH3:10])[N:4]1[C:2]([O:26][CH2:19][C:20]1[CH:25]=[CH:24][CH:23]=[CH:22][CH:21]=1)=[O:3]. Given the reactants [Cl:1][C:2]([N:4]1[C@H:9]([CH3:10])[CH2:8][N:7](C(OC(C)(C)C)=O)[CH2:6][C@@H:5]1[CH3:18])=[O:3].[CH2:19]([OH:26])[C:20]1[CH:25]=[CH:24][CH:23]=[CH:22][CH:21]=1, predict the reaction product. (3) Given the reactants [C:1]1([C:36]2[CH:41]=[CH:40][CH:39]=[CH:38][CH:37]=2)[CH:6]=[CH:5][C:4]([CH2:7][CH2:8][NH:9][C:10]([C:12]2[CH:35]=[CH:34][C:15]([O:16][C:17]3[CH:26]=[C:25]4[C:20]([CH:21]([C:27]([O:29]CC)=[O:28])[CH2:22][CH2:23][O:24]4)=[CH:19][C:18]=3C#N)=[CH:14][CH:13]=2)=[O:11])=[CH:3][CH:2]=1.O[Li].O.[ClH:45], predict the reaction product. The product is: [C:1]1([C:36]2[CH:41]=[CH:40][CH:39]=[CH:38][CH:37]=2)[CH:6]=[CH:5][C:4]([CH2:7][CH2:8][NH:9][C:10]([C:12]2[CH:35]=[CH:34][C:15]([O:16][C:17]3[CH:26]=[C:25]4[C:20]([CH:21]([C:27]([OH:29])=[O:28])[CH2:22][CH2:23][O:24]4)=[CH:19][C:18]=3[Cl:45])=[CH:14][CH:13]=2)=[O:11])=[CH:3][CH:2]=1. (4) Given the reactants Cl[C:2]1[N:7]2[N:8]=[C:9]([CH3:11])[CH:10]=[C:6]2[N:5]=[C:4]([NH:12][C:13](=[O:24])[C:14]2[CH:19]=[CH:18][C:17]([C:20]([OH:23])([CH3:22])[CH3:21])=[CH:16][CH:15]=2)[CH:3]=1.[NH:25]1[CH2:30][CH2:29][CH2:28][CH2:27][CH2:26]1, predict the reaction product. The product is: [OH:23][C:20]([C:17]1[CH:18]=[CH:19][C:14]([C:13]([NH:12][C:4]2[CH:3]=[C:2]([N:25]3[CH2:30][CH2:29][CH2:28][CH2:27][CH2:26]3)[N:7]3[N:8]=[C:9]([CH3:11])[CH:10]=[C:6]3[N:5]=2)=[O:24])=[CH:15][CH:16]=1)([CH3:22])[CH3:21].